From a dataset of Aqueous solubility values for 9,982 compounds from the AqSolDB database. Regression/Classification. Given a drug SMILES string, predict its absorption, distribution, metabolism, or excretion properties. Task type varies by dataset: regression for continuous measurements (e.g., permeability, clearance, half-life) or binary classification for categorical outcomes (e.g., BBB penetration, CYP inhibition). For this dataset (solubility_aqsoldb), we predict Y. (1) The molecule is COc1cc(Nc2c(C#N)cnc3cc(OCCCN4CCN(C)CC4)c(OC)cc23)c(Cl)cc1Cl. The Y is -4.88 log mol/L. (2) The drug is Clc1ccc(Oc2c(Cl)ccc(Cl)c2Cl)c(Cl)c1. The Y is -7.24 log mol/L. (3) The compound is CC(C)OC(=O)C(F)(F)F. The Y is -1.34 log mol/L. (4) The drug is C1CCCC1.CCCCC.CCc1ccccc1.Cc1cccc(C)c1.Cc1ccccc1. The Y is -3.17 log mol/L. (5) The molecule is C1=CC2CCC1C2. The Y is -2.85 log mol/L. (6) The compound is CC(C)C(CC(=O)O)C(=O)O. The Y is -0.407 log mol/L. (7) The drug is CCCCC(O)CC. The Y is -1.46 log mol/L. (8) The drug is Cc1nc2ccccc2[nH]1. The Y is -1.96 log mol/L. (9) The drug is CCCCCCCCSCc1cc(C)c(O)c(CSCCCCCCCC)c1. The Y is -7.33 log mol/L.